Task: Predict the product of the given reaction.. Dataset: Forward reaction prediction with 1.9M reactions from USPTO patents (1976-2016) Given the reactants C12(COC3C(C4CC4)=CC(C(OC)=O)=CN=3)CC3CC(CC(C3)C1)C2.[CH:26]1([C:29]2[C:30]([O:40][CH2:41][C:42]34[CH2:52][C:46]5([F:53])[CH2:47][C:48]([F:51])([CH2:50][C:44]([F:54])([CH2:45]5)[CH2:43]3)[CH2:49]4)=[CH:31][C:32]([F:39])=[C:33]([CH:38]=2)[C:34]([O:36]C)=[O:35])[CH2:28][CH2:27]1, predict the reaction product. The product is: [CH:26]1([C:29]2[C:30]([O:40][CH2:41][C:42]34[CH2:52][C:46]5([F:53])[CH2:47][C:48]([F:51])([CH2:50][C:44]([F:54])([CH2:45]5)[CH2:43]3)[CH2:49]4)=[CH:31][C:32]([F:39])=[C:33]([CH:38]=2)[C:34]([OH:36])=[O:35])[CH2:27][CH2:28]1.